Task: Binary Classification. Given a miRNA mature sequence and a target amino acid sequence, predict their likelihood of interaction.. Dataset: Experimentally validated miRNA-target interactions with 360,000+ pairs, plus equal number of negative samples (1) The miRNA is hsa-miR-924 with sequence AGAGUCUUGUGAUGUCUUGC. The protein sequence of the target gene is MRLLLLLLVAASAMVRSEASANLGGVPSKRLKMQYATGPLLKFQICVSUGYRRVFEEYMRVISQRYPDIRIEGENYLPQPIYRHIASFLSVFKLVLIGLIIVGKDPFAFFGMQAPSIWQWGQENKVYACMMVFFLSNMIENQCMSTGAFEITLNDVPVWSKLESGHLPSMQQLVQILDNEMKLNVHMDSIPHHRS. Result: 0 (no interaction). (2) The miRNA is mmu-miR-509-3p with sequence UGAUUGACAUUUCUGUAAUGG. The protein sequence of the target gene is MGFLTAVTQGLVRGADRMSKWTSKRGPRTFTKSRGAKKTGIYTSDRKFVQIKEMVPEFVVPDLTGFKLKPYVNYRAPAGIDTPLTAKALFQETVAPAIEKDFKEGTFDANNLEKYGFEPTQEGKLFQLYPKNFPR. Result: 1 (interaction). (3) The miRNA is mmu-miR-590-5p with sequence GAGCUUAUUCAUAAAAGUGCAG. The protein sequence of the target gene is MAAYSYRPGPGAGPGPAAGAALPDQSFLWNVFQRVDKDRSGVISDTELQQALSNGTWTPFNPVTVRSIISMFDRENKAGVNFSEFTGVWKYITDWQNVFRTYDRDNSGMIDKNELKQALSGFGYRLSDQFHDILIRKFDRQGRGQIAFDDFIQGCIVLQRLTDIFRRYDTDQDGWIQVSYEQYLSMVFSIV. Result: 0 (no interaction). (4) The miRNA is hsa-miR-6830-3p with sequence UGUCUUUCUUCUCUCCCUUGCAG. The protein sequence of the target gene is MSQMGLHPRRGLTGHWLQRFQPCLPLHTVQWRRLLLLAFLLSLAWPASPLPREEEIVFPEKLNGSSILPGSGVPARLLYRLPAFGEMLLLELEQDPGVQVEGLTVQYLGQAPEMLGGAEPGTYLTGTINGDPESVASLHWDGGALLGVLQYRGAELHLQPLEGGALNSAGGPGAHILRRKSPASSQGPMCTVKAPSGSPSPISRRTKRFASLSRFVETLVVADDKMAAFHGTGLKRYLLTVMAAAAKAFKHPSIRNPVNLVVTRLVILGSGQEGPQVGPSAAQTLRSFCTWQRGLNTPND.... Result: 0 (no interaction). (5) The miRNA is hsa-miR-3668 with sequence AAUGUAGAGAUUGAUCAAAAU. The protein sequence of the target gene is MAQPYPPAQYPPPPQNGIPAEYAPPPPHPTQDYSGQTPVPPEHGMTLYTPAQTHPEQPGTEASTQPIAGTQTVPQADEAAQTDNQQLHPSDPTEKQQPKRLHVSNIPFRFRDPDLRQMFGQFGKILDVEIIFNERGSKGFGFVTFETSSDADRAREKLNGTIVEGRKIEVNNATARVMTNKKPGNPYANGWKLNPVVGTVYGPEFYAVTSFPYPTTGTAVAYRGAHLRGRGRAVYNTFRAAPPPPPIPTYGAALEQTLVKMPVPWAGLAPCPLPPQQTPEPAYPTSPAFPPLSCPFASRV.... Result: 0 (no interaction). (6) The miRNA is hsa-miR-20a-3p with sequence ACUGCAUUAUGAGCACUUAAAG. The protein sequence of the target gene is MPRLSLLLPLLLLLLLPLLPPLSPSLGIRDVGGRRPKCGPCRPEGCPAPAPCPAPGISALDECGCCARCLGAEGASCGGRAGGRCGPGLVCASQAAGAAPEGTGLCVCAQRGTVCGSDGRSYPSVCALRLRARHTPRAHPGHLHKARDGPCEFAPVVVVPPRSVHNVTGAQVGLSCEVRAVPTPVITWRKVTKSPEGTQALEELPGDHVNIAVQVRGGPSDHEATAWILINPLRKEDEGVYQCHAANMVGEAESHSTVTVLDLSKYRSFHFPAPDDRM. Result: 0 (no interaction). (7) The miRNA is hsa-miR-595 with sequence GAAGUGUGCCGUGGUGUGUCU. The protein sequence of the target gene is MLRRKPSNASEKEPTQKKKLSLQRSSSFKDFAKSKPSSPVVSEKEFNLDDNIPEDDSGVPTPEDAGKSGKKLGKKWRAVISRTMNRKMGKMMVKALSEEMADTLEEGSASPTSPDYSLDSPGPEKMALAFSEQEEHELPVLSRQASTGSELCSPSPGSGSFGEEPPAPQYTGPFCGRARVHTDFTPSPYDHDSLKLQKGDVIQIIEKPPVGTWLGLLNGKVGSFKFIYVDVLPEEAVGHARPSRRQSKGKRPKPKTLHELLERIGLEEHTSTLLLNGYQTLEDFKELRETHLNELNIMDP.... Result: 1 (interaction). (8) The miRNA is hsa-miR-744-3p with sequence CUGUUGCCACUAACCUCAACCU. The protein sequence of the target gene is MRPGTALQAVLLAVLLVGLRAATGRLLSASDLDLRGGQPVCRGGTQRPCYKVIYFHDTSRRLNFEEAKEACRRDGGQLVSIESEDEQKLIEKFIENLLPSDGDFWIGLRRREEKQSNSTACQDLYAWTDGSISQFRNWYVDEPSCGSEVCVVMYHQPSAPAGIGGPYMFQWNDDRCNMKNNFICKYSDEKPAVPSREAEGEETELTTPVLPEETQEEDAKKTFKESREAALNLAYILIPSIPLLLLLVVTTVVCWVWICRKRKREQPDPSTKKQHTIWPSPHQGNSPDLEVYNVIRKQSE.... Result: 1 (interaction). (9) The miRNA is hsa-miR-503-3p with sequence GGGGUAUUGUUUCCGCUGCCAGG. The protein sequence of the target gene is MAGAIASRMSFSSLKRKQPKTFTVRIVTMDAEMEFNCEMKWKGKDLFDLVCRTLGLRETWFFGLQYTIKDTVAWLKMDKKVLDHDVSKEEPVTFHFLAKFYPENAEEELVQEITQHLFFLQVKKQILDEKVYCPPEASVLLASYAVQAKYGDYDPSVHKRGFLAQEELLPKRVINLYQMTPEMWEERITAWYAEHRGRARDEAEMEYLKIAQDLEMYGVNYFTIRNKKGTELLLGVDALGLHIYDPENRLTPKISFPWNEIRNISYSDKEFTIKPLDKKIDVFKFNSSKLRVNKLILQLC.... Result: 0 (no interaction).